From a dataset of Experimentally validated miRNA-target interactions with 360,000+ pairs, plus equal number of negative samples. Binary Classification. Given a miRNA mature sequence and a target amino acid sequence, predict their likelihood of interaction. (1) The miRNA is mmu-miR-425-5p with sequence AAUGACACGAUCACUCCCGUUGA. The protein sequence of the target gene is MSILFYVIFLAYLRGIQGNNMDQRSLPEDSLNSLIIKLIQADILKNKLSKQMVDVKENYQSTLPKAEAPREPERGGPAKSAFQPVIAMDTELLRQQRRYNSPRVLLSDSTPLEPPPLYLMEDYVGSPVVANRTSRRKRYAEHKSHRGEYSVCDSESLWVTDKSSAIDIRGHQVTVLGEIKTGNSPVKQYFYETRCKEARPVKNGCRGIDDKHWNSQCKTSQTYVRALTSENNKLVGWRWIRIDTSCVCALSRKIGRT. Result: 0 (no interaction). (2) The miRNA is hsa-miR-6841-3p with sequence ACCUUGCAUCUGCAUCCCCAG. The protein sequence of the target gene is MGCTLSAEDKAAVERSKMIDRNLREDGEKAAKEVKLLLLGAGESGKSTIVKQMKIIHEDGYSEDECKQYKVVVYSNTIQSIIAIIRAMGRLKIDFGEAARADDARQLFVLAGSAEEGVMTPELAGVIKRLWRDGGVQACFSRSREYQLNDSASYYLNDLDRISQSNYIPTQQDVLRTRVKTTGIVETHFTFKDLYFKMFDVGGQRSERKKWIHCFEGVTAIIFCVALSDYDLVLAEDEEMNRMHESMKLFDSICNNKWFTETSIILFLNKKDLFEEKIKRSPLTICYPEYTGSNTYEEAA.... Result: 0 (no interaction).